From a dataset of NCI-60 drug combinations with 297,098 pairs across 59 cell lines. Regression. Given two drug SMILES strings and cell line genomic features, predict the synergy score measuring deviation from expected non-interaction effect. (1) Drug 1: CCC1(CC2CC(C3=C(CCN(C2)C1)C4=CC=CC=C4N3)(C5=C(C=C6C(=C5)C78CCN9C7C(C=CC9)(C(C(C8N6C)(C(=O)OC)O)OC(=O)C)CC)OC)C(=O)OC)O.OS(=O)(=O)O. Drug 2: COC1=C2C(=CC3=C1OC=C3)C=CC(=O)O2. Cell line: MDA-MB-231. Synergy scores: CSS=-4.95, Synergy_ZIP=0.399, Synergy_Bliss=-1.99, Synergy_Loewe=-6.56, Synergy_HSA=-4.79. (2) Drug 1: CS(=O)(=O)C1=CC(=C(C=C1)C(=O)NC2=CC(=C(C=C2)Cl)C3=CC=CC=N3)Cl. Drug 2: B(C(CC(C)C)NC(=O)C(CC1=CC=CC=C1)NC(=O)C2=NC=CN=C2)(O)O. Cell line: OVCAR-5. Synergy scores: CSS=11.4, Synergy_ZIP=-1.68, Synergy_Bliss=4.51, Synergy_Loewe=3.48, Synergy_HSA=3.43. (3) Drug 1: CC1=C(C(=CC=C1)Cl)NC(=O)C2=CN=C(S2)NC3=CC(=NC(=N3)C)N4CCN(CC4)CCO. Drug 2: C1=CC=C(C(=C1)C(C2=CC=C(C=C2)Cl)C(Cl)Cl)Cl. Cell line: OVCAR-8. Synergy scores: CSS=0.917, Synergy_ZIP=-0.246, Synergy_Bliss=1.16, Synergy_Loewe=-2.15, Synergy_HSA=0.416. (4) Drug 1: CC(C1=C(C=CC(=C1Cl)F)Cl)OC2=C(N=CC(=C2)C3=CN(N=C3)C4CCNCC4)N. Drug 2: CC1CCC2CC(C(=CC=CC=CC(CC(C(=O)C(C(C(=CC(C(=O)CC(OC(=O)C3CCCCN3C(=O)C(=O)C1(O2)O)C(C)CC4CCC(C(C4)OC)O)C)C)O)OC)C)C)C)OC. Cell line: OVCAR-4. Synergy scores: CSS=21.6, Synergy_ZIP=-1.91, Synergy_Bliss=0.418, Synergy_Loewe=-16.3, Synergy_HSA=-0.0967.